This data is from Catalyst prediction with 721,799 reactions and 888 catalyst types from USPTO. The task is: Predict which catalyst facilitates the given reaction. Reactant: [C:1]([N:5]1[C:9]([C:10]2[CH:15]=[CH:14][C:13]([F:16])=[CH:12][CH:11]=2)=[CH:8][C:7]([CH2:17][NH2:18])=[N:6]1)([CH3:4])([CH3:3])[CH3:2].C(N(CC)CC)C.[C:26]1([S:32](Cl)(=[O:34])=[O:33])[CH:31]=[CH:30][CH:29]=[CH:28][CH:27]=1.O. Product: [C:1]([N:5]1[C:9]([C:10]2[CH:11]=[CH:12][C:13]([F:16])=[CH:14][CH:15]=2)=[CH:8][C:7]([CH2:17][NH:18][S:32]([C:26]2[CH:31]=[CH:30][CH:29]=[CH:28][CH:27]=2)(=[O:34])=[O:33])=[N:6]1)([CH3:4])([CH3:3])[CH3:2]. The catalyst class is: 4.